Dataset: Reaction yield outcomes from USPTO patents with 853,638 reactions. Task: Predict the reaction yield, written as a fraction of the theoretical maximum amount of product (1.0 means a 100% yield; for example, 0.34 means a 34% yield). The reactants are [NH2:1][C:2]1[CH:3]=[C:4]([C@H:8]([N:15]([CH3:27])[C:16](=[O:26])[CH2:17][C:18]2[CH:23]=[CH:22][C:21]([Cl:24])=[C:20]([Cl:25])[CH:19]=2)[CH2:9][N:10]2[CH2:14][CH2:13][CH2:12][CH2:11]2)[CH:5]=[CH:6][CH:7]=1.N1C=CC=CC=1.[F:34][C:35]([F:45])([F:44])[CH2:36][O:37][CH2:38][CH2:39][S:40](Cl)(=[O:42])=[O:41]. The catalyst is ClCCl. The product is [Cl:25][C:20]1[CH:19]=[C:18]([CH2:17][C:16]([N:15]([CH3:27])[C@@H:8]([C:4]2[CH:5]=[CH:6][CH:7]=[C:2]([NH:1][S:40]([CH2:39][CH2:38][O:37][CH2:36][C:35]([F:34])([F:44])[F:45])(=[O:42])=[O:41])[CH:3]=2)[CH2:9][N:10]2[CH2:11][CH2:12][CH2:13][CH2:14]2)=[O:26])[CH:23]=[CH:22][C:21]=1[Cl:24]. The yield is 0.550.